From a dataset of Catalyst prediction with 721,799 reactions and 888 catalyst types from USPTO. Predict which catalyst facilitates the given reaction. (1) Reactant: O[CH2:2][CH2:3][CH2:4][CH2:5][CH2:6][CH2:7][CH2:8][CH2:9][CH2:10][CH2:11][CH2:12][CH2:13][CH2:14][CH2:15][CH2:16][C:17]([OH:19])=[O:18].[BrH:20]. Product: [Br:20][CH2:2][CH2:3][CH2:4][CH2:5][CH2:6][CH2:7][CH2:8][CH2:9][CH2:10][CH2:11][CH2:12][CH2:13][CH2:14][CH2:15][CH2:16][C:17]([OH:19])=[O:18]. The catalyst class is: 15. (2) Reactant: CC1C=CC(S(O[CH2:12][CH2:13][O:14][CH2:15][CH2:16][O:17][CH2:18][CH2:19][O:20][CH2:21][CH2:22][O:23][CH2:24][CH2:25][O:26][CH2:27][CH2:28][O:29][CH2:30][CH2:31][C:32]([O:34][C:35]([CH3:38])([CH3:37])[CH3:36])=[O:33])(=O)=O)=CC=1.[N-:39]=[N+:40]=[N-:41].[Na+].[I-].[Na+]. Product: [N:39]([CH2:12][CH2:13][O:14][CH2:15][CH2:16][O:17][CH2:18][CH2:19][O:20][CH2:21][CH2:22][O:23][CH2:24][CH2:25][O:26][CH2:27][CH2:28][O:29][CH2:30][CH2:31][C:32]([O:34][C:35]([CH3:38])([CH3:37])[CH3:36])=[O:33])=[N+:40]=[N-:41]. The catalyst class is: 95. (3) Reactant: C([O:4][C:5]1[CH:14]=[C:13]2[C:8]([CH:9]([C:27]3[CH:28]=[N:29][CH:30]=[CH:31][CH:32]=3)[C:10]([C:22]([O:24][CH2:25][CH3:26])=[O:23])=[C:11]([N:15](C(=O)C)[C:16](=[O:18])[CH3:17])[O:12]2)=[CH:7][CH:6]=1)(=O)C.O.NN. Product: [C:16]([NH:15][C:11]1[O:12][C:13]2[C:8]([CH:9]([C:27]3[CH:28]=[N:29][CH:30]=[CH:31][CH:32]=3)[C:10]=1[C:22]([O:24][CH2:25][CH3:26])=[O:23])=[CH:7][CH:6]=[C:5]([OH:4])[CH:14]=2)(=[O:18])[CH3:17]. The catalyst class is: 162. (4) Reactant: [F:1][C:2]1[CH:7]=[CH:6][C:5]([C:8]2[CH:13]=[CH:12][C:11]([C:14]([O:16]C)=[O:15])=[CH:10][CH:9]=2)=[CH:4][CH:3]=1.[Li+].[OH-].Cl. Product: [F:1][C:2]1[CH:3]=[CH:4][C:5]([C:8]2[CH:13]=[CH:12][C:11]([C:14]([OH:16])=[O:15])=[CH:10][CH:9]=2)=[CH:6][CH:7]=1. The catalyst class is: 56. (5) Reactant: [C:1]1([S:7]([C:10]2[CH:11]=[C:12]([CH2:23][OH:24])[C:13]3[O:22][C:21]4[CH2:20][CH2:19][NH:18][CH2:17][C:16]=4[C:14]=3[CH:15]=2)(=[O:9])=[O:8])[CH:6]=[CH:5][CH:4]=[CH:3][CH:2]=1.[ClH:25]. Product: [ClH:25].[C:1]1([S:7]([C:10]2[CH:11]=[C:12]([CH2:23][OH:24])[C:13]3[O:22][C:21]4[CH2:20][CH2:19][NH:18][CH2:17][C:16]=4[C:14]=3[CH:15]=2)(=[O:9])=[O:8])[CH:6]=[CH:5][CH:4]=[CH:3][CH:2]=1. The catalyst class is: 98. (6) Reactant: Cl.C(OC([N:9]([CH2:20][C:21]1[CH:26]=[CH:25][C:24]([O:27][CH3:28])=[CH:23][CH:22]=1)[S:10]([NH:13][CH2:14][C:15]([O:17][CH2:18][CH3:19])=[O:16])(=[O:12])=[O:11])=O)CCC. Product: [CH3:28][O:27][C:24]1[CH:23]=[CH:22][C:21]([CH2:20][NH:9][S:10]([NH:13][CH2:14][C:15]([O:17][CH2:18][CH3:19])=[O:16])(=[O:11])=[O:12])=[CH:26][CH:25]=1. The catalyst class is: 5.